Task: Predict which catalyst facilitates the given reaction.. Dataset: Catalyst prediction with 721,799 reactions and 888 catalyst types from USPTO Reactant: [NH2:1][C:2]1[C:3]([CH3:13])=[C:4]([CH:9]=[C:10]([Br:12])[CH:11]=1)[C:5]([O:7][CH3:8])=[O:6].[S:14]1[CH2:19][CH2:18][C:17](=O)[CH2:16][CH2:15]1.C(O)(=O)C.C(O[BH-](OC(=O)C)OC(=O)C)(=O)C.[Na+].C([O-])(O)=O.[Na+]. The catalyst class is: 68. Product: [Br:12][C:10]1[CH:11]=[C:2]([NH:1][CH:17]2[CH2:18][CH2:19][S:14][CH2:15][CH2:16]2)[C:3]([CH3:13])=[C:4]([CH:9]=1)[C:5]([O:7][CH3:8])=[O:6].